Dataset: Reaction yield outcomes from USPTO patents with 853,638 reactions. Task: Predict the reaction yield, written as a fraction of the theoretical maximum amount of product (1.0 means a 100% yield; for example, 0.34 means a 34% yield). (1) The reactants are [CH3:1][O:2][C:3]([C:5]1([C:8]2[CH:13]=[CH:12][C:11]([OH:14])=[C:10]([N+:15]([O-])=O)[CH:9]=2)[CH2:7][CH2:6]1)=[O:4]. The catalyst is CO.[Ni]. The product is [CH3:1][O:2][C:3]([C:5]1([C:8]2[CH:13]=[CH:12][C:11]([OH:14])=[C:10]([NH2:15])[CH:9]=2)[CH2:7][CH2:6]1)=[O:4]. The yield is 0.740. (2) The reactants are C(OC(=O)[NH:10][CH2:11][CH2:12][CH2:13][CH2:14][C:15]1[CH:20]=[CH:19][C:18]([O:21][CH2:22][C:23](=[O:31])[NH:24][C:25]2[CH:30]=[CH:29][CH:28]=[CH:27][CH:26]=2)=[CH:17][CH:16]=1)C1C=CC=CC=1.C(O)(=O)C. The catalyst is C(O)C.C1COCC1.[Pd]. The product is [NH2:10][CH2:11][CH2:12][CH2:13][CH2:14][C:15]1[CH:20]=[CH:19][C:18]([O:21][CH2:22][C:23]([NH:24][C:25]2[CH:26]=[CH:27][CH:28]=[CH:29][CH:30]=2)=[O:31])=[CH:17][CH:16]=1. The yield is 0.970. (3) The reactants are [Br:1][C:2]1[CH:6]=[N:5][N:4]([CH3:7])[C:3]=1[C:8]1[CH:9]=[C:10]([NH2:21])[CH:11]=[CH:12][C:13]=1[O:14][C@@H:15]1[CH2:19][CH2:18][N:17]([CH3:20])[CH2:16]1.[F:22][C:23]1[CH:24]=[C:25]([CH:29]=[CH:30][C:31]=1[F:32])[C:26](Cl)=[O:27].C(N(CC)CC)C. The catalyst is C1COCC1. The product is [Br:1][C:2]1[CH:6]=[N:5][N:4]([CH3:7])[C:3]=1[C:8]1[CH:9]=[C:10]([NH:21][C:26](=[O:27])[C:25]2[CH:29]=[CH:30][C:31]([F:32])=[C:23]([F:22])[CH:24]=2)[CH:11]=[CH:12][C:13]=1[O:14][C@@H:15]1[CH2:19][CH2:18][N:17]([CH3:20])[CH2:16]1. The yield is 0.190.